Dataset: Peptide-MHC class II binding affinity with 134,281 pairs from IEDB. Task: Regression. Given a peptide amino acid sequence and an MHC pseudo amino acid sequence, predict their binding affinity value. This is MHC class II binding data. (1) The peptide sequence is ELGEWVFSAIKSPQA. The MHC is DRB1_0901 with pseudo-sequence DRB1_0901. The binding affinity (normalized) is 0.755. (2) The peptide sequence is KEAIEERVERIKSEY. The MHC is DRB1_0301 with pseudo-sequence DRB1_0301. The binding affinity (normalized) is 0.459. (3) The peptide sequence is LFLHLVGFPTHRHIQ. The MHC is DRB1_1501 with pseudo-sequence DRB1_1501. The binding affinity (normalized) is 0.608. (4) The peptide sequence is TNFKYNYSVIEGGPI. The MHC is DRB1_0701 with pseudo-sequence DRB1_0701. The binding affinity (normalized) is 0.573. (5) The peptide sequence is INLIGRGGDEALTGF. The MHC is H-2-IAb with pseudo-sequence H-2-IAb. The binding affinity (normalized) is 0. (6) The binding affinity (normalized) is 0.0606. The peptide sequence is SQDLILSWNLNGLQAY. The MHC is HLA-DQA10101-DQB10501 with pseudo-sequence HLA-DQA10101-DQB10501. (7) The peptide sequence is LEKGRLYQIKIQYQRENPTE. The MHC is DRB4_0101 with pseudo-sequence DRB4_0103. The binding affinity (normalized) is 1.00. (8) The peptide sequence is LAVAWMILRAITFTTTSNV. The MHC is DRB3_0101 with pseudo-sequence DRB3_0101. The binding affinity (normalized) is 0.0667. (9) The peptide sequence is AEHQAIVRDVLAASD. The MHC is DRB1_1602 with pseudo-sequence DRB1_1602. The binding affinity (normalized) is 0.369.